This data is from Reaction yield outcomes from USPTO patents with 853,638 reactions. The task is: Predict the reaction yield, written as a fraction of the theoretical maximum amount of product (1.0 means a 100% yield; for example, 0.34 means a 34% yield). (1) The reactants are C(OC([NH:8][CH2:9][CH2:10][C:11]([NH:13][C@H:14]([C:16]([O:18][CH2:19][CH2:20][O:21][C:22]1[CH:27]=[CH:26][C:25]([C:28]2[C:33]([C:34]#[N:35])=[C:32]([N:36]3[CH2:40][CH2:39][CH2:38][CH2:37]3)[N:31]=[C:30]([S:41][CH2:42][C:43]3[N:44]=[C:45]([C:48]4[CH:53]=[CH:52][C:51]([Cl:54])=[CH:50][CH:49]=4)[S:46][CH:47]=3)[C:29]=2[C:55]#[N:56])=[CH:24][CH:23]=1)=[O:17])[CH3:15])=[O:12])=O)(C)(C)C.Cl. The catalyst is ClCCl.C(OCC)C. The product is [ClH:54].[NH2:8][CH2:9][CH2:10][C:11]([NH:13][C@H:14]([C:16]([O:18][CH2:19][CH2:20][O:21][C:22]1[CH:23]=[CH:24][C:25]([C:28]2[C:33]([C:34]#[N:35])=[C:32]([N:36]3[CH2:40][CH2:39][CH2:38][CH2:37]3)[N:31]=[C:30]([S:41][CH2:42][C:43]3[N:44]=[C:45]([C:48]4[CH:49]=[CH:50][C:51]([Cl:54])=[CH:52][CH:53]=4)[S:46][CH:47]=3)[C:29]=2[C:55]#[N:56])=[CH:26][CH:27]=1)=[O:17])[CH3:15])=[O:12]. The yield is 0.820. (2) The reactants are [CH2:1]([O:3][C:4](=[O:32])[CH:5]([C:11]1[CH:16]=[C:15]([O:17][CH:18]2[CH2:27][CH2:26][C:21]3([O:25][CH2:24][CH2:23][O:22]3)[CH2:20][CH2:19]2)[N:14]=[C:13]([C:28]([F:31])([F:30])[F:29])[N:12]=1)C(OCC)=O)[CH3:2].O.[O-]CC.[Na+]. The catalyst is C(O)C.C(=O)(O)[O-]. The product is [CH2:1]([O:3][C:4](=[O:32])[CH2:5][C:11]1[CH:16]=[C:15]([O:17][CH:18]2[CH2:27][CH2:26][C:21]3([O:25][CH2:24][CH2:23][O:22]3)[CH2:20][CH2:19]2)[N:14]=[C:13]([C:28]([F:31])([F:29])[F:30])[N:12]=1)[CH3:2]. The yield is 0.880. (3) The reactants are [NH2:1][C:2]1[CH:3]=[C:4]([CH:8]([NH:12][C:13]2[CH:18]=[N:17][CH:16]=[C:15]([Cl:19])[N:14]=2)[CH2:9][CH2:10][CH3:11])[CH:5]=[CH:6][CH:7]=1.C(N(CC)CC)C.[C:27](Cl)(=[O:29])[CH3:28]. The catalyst is ClCCl. The product is [Cl:19][C:15]1[N:14]=[C:13]([NH:12][CH:8]([C:4]2[CH:3]=[C:2]([NH:1][C:27](=[O:29])[CH3:28])[CH:7]=[CH:6][CH:5]=2)[CH2:9][CH2:10][CH3:11])[CH:18]=[N:17][CH:16]=1. The yield is 0.820. (4) The catalyst is CO. The reactants are [NH2:1][C:2]1[C:3]2[C:13](=[O:14])[N:12]([C:15]3[CH:20]=[CH:19][C:18]([C@H:21]4[CH2:26][CH2:25][C@H:24]([CH2:27][C:28]([OH:30])=[O:29])[CH2:23][CH2:22]4)=[CH:17][CH:16]=3)[CH2:11][CH2:10][C:4]=2[N:5]=[C:6]([O:8][CH3:9])[N:7]=1.[OH-].[Na+:32]. The product is [NH2:1][C:2]1[C:3]2[C:13](=[O:14])[N:12]([C:15]3[CH:20]=[CH:19][C:18]([C@H:21]4[CH2:22][CH2:23][C@H:24]([CH2:27][C:28]([O-:30])=[O:29])[CH2:25][CH2:26]4)=[CH:17][CH:16]=3)[CH2:11][CH2:10][C:4]=2[N:5]=[C:6]([O:8][CH3:9])[N:7]=1.[Na+:32]. The yield is 1.00. (5) The reactants are Br[C:2]1[S:6][C:5]([NH:7][C:8]([NH:10][C:11]2[CH:16]=[CH:15][C:14]([CH3:17])=[CH:13][C:12]=2[C:18]([CH:20]2[CH2:24][CH2:23][CH2:22][CH2:21]2)=[O:19])=[O:9])=[N:4][CH:3]=1.[CH3:25][O:26][C:27](=[O:35])[CH:28]([NH:31][C:32](=[O:34])[CH3:33])[CH2:29][SH:30]. No catalyst specified. The product is [CH3:25][O:26][C:27](=[O:35])[CH:28]([NH:31][C:32](=[O:34])[CH3:33])[CH2:29][S:30][C:2]1[S:6][C:5]([NH:7][C:8]([NH:10][C:11]2[CH:16]=[CH:15][C:14]([CH3:17])=[CH:13][C:12]=2[C:18]([CH:20]2[CH2:24][CH2:23][CH2:22][CH2:21]2)=[O:19])=[O:9])=[N:4][CH:3]=1. The yield is 0.350. (6) The reactants are [CH3:1][N:2]1[C:7](=S)[CH2:6][CH2:5][C:4]([N+:15]([O-:17])=[O:16])([C:9]2[CH:14]=[CH:13][N:12]=[CH:11][CH:10]=2)[CH2:3]1.[BH4-].[Na+].O. The catalyst is CO. The product is [CH3:1][N:2]1[CH2:7][CH2:6][CH2:5][C:4]([N+:15]([O-:17])=[O:16])([C:9]2[CH:10]=[CH:11][N:12]=[CH:13][CH:14]=2)[CH2:3]1. The yield is 0.570. (7) The reactants are Cl[O-].[Na+].[CH2:4]1[C:12]2[C:7](=[CH:8][CH:9]=[C:10]([C:13](=[O:15])C)[CH:11]=2)[CH2:6][CH2:5]1.C([O-])(O)=[O:17].[Na+]. No catalyst specified. The product is [CH2:6]1[C:7]2[C:12](=[CH:11][C:10]([C:13]([OH:15])=[O:17])=[CH:9][CH:8]=2)[CH2:4][CH2:5]1. The yield is 0.990.